This data is from Reaction yield outcomes from USPTO patents with 853,638 reactions. The task is: Predict the reaction yield, written as a fraction of the theoretical maximum amount of product (1.0 means a 100% yield; for example, 0.34 means a 34% yield). (1) The reactants are [Cl:1][C:2]1[C:3]([O:10][C:11]2[CH:19]=[CH:18][C:14]([C:15]([NH2:17])=[O:16])=[CH:13][CH:12]=2)=[N:4][CH:5]=[C:6]([CH:8]=O)[CH:7]=1.[S:20]1[CH:24]=[CH:23][CH:22]=[C:21]1[CH2:25][CH2:26][NH2:27]. No catalyst specified. The product is [Cl:1][C:2]1[C:3]([O:10][C:11]2[CH:19]=[CH:18][C:14]([C:15]([NH2:17])=[O:16])=[CH:13][CH:12]=2)=[N:4][CH:5]=[C:6]([CH2:8][NH:27][CH2:26][CH2:25][C:21]2[S:20][CH:24]=[CH:23][CH:22]=2)[CH:7]=1. The yield is 0.360. (2) The reactants are COC(=O)[NH:4][C:5]1[S:6][C:7]2[C:13]([C:14]3[CH:19]=[CH:18][N:17]=[C:16]([CH3:20])[CH:15]=3)=[CH:12][CH:11]=[C:10]([O:21][CH3:22])[C:8]=2[N:9]=1.[OH-].[K+].Cl. The catalyst is C(O)CO.O. The product is [CH3:22][O:21][C:10]1[C:8]2[N:9]=[C:5]([NH2:4])[S:6][C:7]=2[C:13]([C:14]2[CH:19]=[CH:18][N:17]=[C:16]([CH3:20])[CH:15]=2)=[CH:12][CH:11]=1. The yield is 0.830. (3) The reactants are [CH3:16][C:11]1([CH3:17])[C:12]([CH3:15])([CH3:14])[O:13][B:9]([B:9]2[O:13][C:12]([CH3:15])([CH3:14])[C:11]([CH3:17])([CH3:16])[O:10]2)[O:10]1.[Cl:19][C:20]1[CH:25]=[CH:24][CH:23]=[C:22]([Cl:26])[C:21]=1[F:27]. The catalyst is CCCCCCC.CC(C1C=CC=C(C(C)C)C=1N=CC1C=CC=CN=1)C. The product is [Cl:19][C:20]1[CH:25]=[C:24]([B:9]2[O:10][C:11]([CH3:16])([CH3:17])[C:12]([CH3:14])([CH3:15])[O:13]2)[CH:23]=[C:22]([Cl:26])[C:21]=1[F:27]. The yield is 0.725. (4) The yield is 0.970. The reactants are [N-:1]=[N+:2]=[N-:3].[Na+].CC1C=CC(S(O[C@H:16]2[CH2:20][C@H:19]([C:21]([O:23][CH3:24])=[O:22])[N:18]([C:25]([O:27][CH2:28][C:29]3[CH:34]=[CH:33][CH:32]=[CH:31][CH:30]=3)=[O:26])[CH2:17]2)(=O)=O)=CC=1. The product is [N:1]([C@H:16]1[CH2:17][N:18]([C:25]([O:27][CH2:28][C:29]2[CH:30]=[CH:31][CH:32]=[CH:33][CH:34]=2)=[O:26])[C@@H:19]([C:21]([O:23][CH3:24])=[O:22])[CH2:20]1)=[N+:2]=[N-:3]. The catalyst is CN(C=O)C. (5) The yield is 1.00. The product is [C:1]([O:5][C:6]([N:8]1[CH2:12][C@H:11]([O:13][CH3:14])[CH2:10][C@@H:9]1[C:15](=[O:17])[NH:27][C:24]1[CH:23]=[CH:22][C:21]([C:20]([O:19][CH3:18])=[O:28])=[CH:26][CH:25]=1)=[O:7])([CH3:2])([CH3:3])[CH3:4]. The reactants are [C:1]([O:5][C:6]([N:8]1[CH2:12][C@H:11]([O:13][CH3:14])[CH2:10][C@@H:9]1[C:15]([OH:17])=O)=[O:7])([CH3:4])([CH3:3])[CH3:2].[CH3:18][O:19][C:20](=[O:28])[C:21]1[CH:26]=[CH:25][C:24]([NH2:27])=[CH:23][CH:22]=1.CCOC1N(C(OCC)=O)C2C(=CC=CC=2)C=C1.C(N(CC)CC)C. The catalyst is C(Cl)(Cl)Cl.CCOC(C)=O. (6) The reactants are [Br:1][C:2]1[C:3]([N+:23]([O-])=O)=[CH:4][C:5]2[O:9][C:8]([C:10]3[CH:15]=[CH:14][C:13]([F:16])=[CH:12][CH:11]=3)=[C:7]([C:17]([O:19][CH2:20][CH3:21])=[O:18])[C:6]=2[CH:22]=1.[NH4+].[Cl-]. The catalyst is CO.C1COCC1.O.[Fe]. The product is [NH2:23][C:3]1[C:2]([Br:1])=[CH:22][C:6]2[C:7]([C:17]([O:19][CH2:20][CH3:21])=[O:18])=[C:8]([C:10]3[CH:11]=[CH:12][C:13]([F:16])=[CH:14][CH:15]=3)[O:9][C:5]=2[CH:4]=1. The yield is 0.820. (7) The reactants are [CH3:1][O:2][C:3]1[CH:4]=[C:5]([C:25]2[CH2:26][CH2:27][N:28]([CH3:31])[CH2:29][CH:30]=2)[CH:6]=[C:7]2[C:11]=1[C:10](=[O:12])[N:9]([CH2:13][C:14]1[CH:19]=[CH:18][C:17]([O:20][C:21]([F:24])([F:23])[F:22])=[CH:16][CH:15]=1)[CH2:8]2.[H][H]. The catalyst is CO.[Pd]. The product is [CH3:1][O:2][C:3]1[CH:4]=[C:5]([CH:25]2[CH2:26][CH2:27][N:28]([CH3:31])[CH2:29][CH2:30]2)[CH:6]=[C:7]2[C:11]=1[C:10](=[O:12])[N:9]([CH2:13][C:14]1[CH:15]=[CH:16][C:17]([O:20][C:21]([F:22])([F:23])[F:24])=[CH:18][CH:19]=1)[CH2:8]2. The yield is 0.420. (8) The reactants are Br[C:2]1[S:6][C:5]([CH:7]=[O:8])=[CH:4][CH:3]=1.[N:9]1(C(OC(C)(C)C)=O)[CH2:14][CH2:13][NH:12][CH2:11][CH2:10]1. The catalyst is O. The product is [N:9]1([C:2]2[S:6][C:5]([CH:7]=[O:8])=[CH:4][CH:3]=2)[CH2:14][CH2:13][NH:12][CH2:11][CH2:10]1. The yield is 0.700. (9) The reactants are C([O-])([O-])=O.[K+].[K+].Br[C:8]1[CH:13]=[CH:12][C:11]([C@@H:14]2[CH2:16][C@H:15]2[NH:17][C:18](=[O:24])[O:19][C:20]([CH3:23])([CH3:22])[CH3:21])=[CH:10][CH:9]=1.[CH3:25][O:26][C:27]1[CH:32]=[CH:31][C:30]([NH:33][S:34]([CH3:37])(=[O:36])=[O:35])=[CH:29][C:28]=1B1OC(C)(C)C(C)(C)O1. The product is [CH3:25][O:26][C:27]1[CH:32]=[CH:31][C:30]([NH:33][S:34]([CH3:37])(=[O:36])=[O:35])=[CH:29][C:28]=1[C:8]1[CH:13]=[CH:12][C:11]([C@@H:14]2[CH2:16][C@H:15]2[NH:17][C:18](=[O:24])[O:19][C:20]([CH3:23])([CH3:22])[CH3:21])=[CH:10][CH:9]=1. The catalyst is C(#N)C.O.C1C=CC([P]([Pd]([P](C2C=CC=CC=2)(C2C=CC=CC=2)C2C=CC=CC=2)([P](C2C=CC=CC=2)(C2C=CC=CC=2)C2C=CC=CC=2)[P](C2C=CC=CC=2)(C2C=CC=CC=2)C2C=CC=CC=2)(C2C=CC=CC=2)C2C=CC=CC=2)=CC=1. The yield is 0.289.